This data is from Reaction yield outcomes from USPTO patents with 853,638 reactions. The task is: Predict the reaction yield, written as a fraction of the theoretical maximum amount of product (1.0 means a 100% yield; for example, 0.34 means a 34% yield). The reactants are Cl[C:2]1[C:7]([C:8]#[N:9])=[C:6]([C:10]2[CH:15]=[C:14]([O:16][CH3:17])[CH:13]=[CH:12][N:11]=2)[N:5]=[C:4]([S:18][CH3:19])[N:3]=1.[SH:20][CH2:21][C:22]([NH2:24])=[O:23].C(=O)([O-])[O-].[Na+].[Na+].[Na]. The catalyst is CCO.O. The product is [NH2:9][C:8]1[C:7]2[C:6]([C:10]3[CH:15]=[C:14]([O:16][CH3:17])[CH:13]=[CH:12][N:11]=3)=[N:5][C:4]([S:18][CH3:19])=[N:3][C:2]=2[S:20][C:21]=1[C:22]([NH2:24])=[O:23]. The yield is 0.230.